Predict the reactants needed to synthesize the given product. From a dataset of Full USPTO retrosynthesis dataset with 1.9M reactions from patents (1976-2016). (1) Given the product [CH2:1]([O:3][C:4](=[O:34])[CH2:5][CH2:6][C:7]1[C:12]([O:13][CH2:14][C:15]([N:17]2[CH2:22][C@H:21]([CH3:23])[N:20]([CH2:24][C:25]3[CH:30]=[CH:29][C:28]([F:31])=[CH:27][CH:26]=3)[CH2:19][C@H:18]2[CH3:32])=[O:16])=[CH:11][CH:10]=[C:9]([CH3:33])[N:8]=1)[CH3:2], predict the reactants needed to synthesize it. The reactants are: [CH2:1]([O:3][C:4](=[O:34])[CH:5]=[CH:6][C:7]1[C:12]([O:13][CH2:14][C:15]([N:17]2[CH2:22][C@H:21]([CH3:23])[N:20]([CH2:24][C:25]3[CH:30]=[CH:29][C:28]([F:31])=[CH:27][CH:26]=3)[CH2:19][C@H:18]2[CH3:32])=[O:16])=[CH:11][CH:10]=[C:9]([CH3:33])[N:8]=1)[CH3:2]. (2) The reactants are: [CH3:1][N:2]1[CH2:7][CH2:6][C:5](=O)[CH2:4][CH2:3]1.O.[NH2:10][NH2:11]. Given the product [CH3:1][N:2]1[CH2:7][CH2:6][C:5](=[N:10][NH2:11])[CH2:4][CH2:3]1, predict the reactants needed to synthesize it. (3) Given the product [N:6]1[CH:5]=[CH:10][CH:9]=[C:8]([C:15]2[N:11]=[C:12]([NH2:14])[S:13][CH:16]=2)[CH:7]=1, predict the reactants needed to synthesize it. The reactants are: BrCC([C:5]1[CH:10]=[CH:9][CH:8]=[CH:7][N:6]=1)=O.[NH2:11][C:12]([NH2:14])=[S:13].[CH2:15](O)[CH3:16]. (4) Given the product [C:20]([C:17]1[CH:18]=[CH:19][C:14]([O:13][CH2:1][CH2:2][CH2:3][CH2:4][CH2:5][CH2:6][CH2:7][CH2:8][CH2:9][CH2:10][CH2:11][CH3:12])=[CH:15][CH:16]=1)#[CH:21], predict the reactants needed to synthesize it. The reactants are: [CH2:1]([O:13][C:14]1[CH:19]=[CH:18][C:17]([C:20]#[C:21]C(C)(O)C)=[CH:16][CH:15]=1)[CH2:2][CH2:3][CH2:4][CH2:5][CH2:6][CH2:7][CH2:8][CH2:9][CH2:10][CH2:11][CH3:12].[OH-].[Na+]. (5) The reactants are: [OH:1][C:2]1[CH:3]=[C:4]([CH:7]=[CH:8][CH:9]=1)[CH:5]=[O:6].C(=O)([O-])[O-].[K+].[K+].CS(O[C@@H:21]([CH3:31])[CH2:22][O:23][CH2:24][C:25]1[CH:30]=[CH:29][CH:28]=[CH:27][CH:26]=1)(=O)=O. Given the product [CH2:24]([O:23][CH2:22][C@H:21]([O:1][C:2]1[CH:3]=[C:4]([CH:7]=[CH:8][CH:9]=1)[CH:5]=[O:6])[CH3:31])[C:25]1[CH:30]=[CH:29][CH:28]=[CH:27][CH:26]=1, predict the reactants needed to synthesize it. (6) The reactants are: Cl.[O:2]=[C:3]1[N:7]([C:8]2[CH:17]=[CH:16][C:11]([C:12]([O:14][CH3:15])=[O:13])=[CH:10][CH:9]=2)[CH2:6][C:5]2([CH2:22][CH2:21][NH:20][CH2:19][CH2:18]2)[O:4]1.[Cl:23][C:24]1[CH:29]=[C:28]([CH:30]=O)[CH:27]=[C:26]([Cl:32])[C:25]=1[C:33]1[CH:38]=[CH:37][C:36]([F:39])=[CH:35][CH:34]=1.C(O)(=O)C.C([BH3-])#N. Given the product [Cl:23][C:24]1[C:25]([C:33]2[CH:38]=[CH:37][C:36]([F:39])=[CH:35][CH:34]=2)=[C:26]([Cl:32])[CH:27]=[C:28]([CH2:30][N:20]2[CH2:21][CH2:22][C:5]3([O:4][C:3](=[O:2])[N:7]([C:8]4[CH:17]=[CH:16][C:11]([C:12]([O:14][CH3:15])=[O:13])=[CH:10][CH:9]=4)[CH2:6]3)[CH2:18][CH2:19]2)[CH:29]=1, predict the reactants needed to synthesize it. (7) Given the product [NH2:5][C@H:6]1[CH2:11][CH2:10][C@H:9]([O:12][C:13]2[C:20]([Cl:21])=[CH:19][C:16]([C:17]([NH2:18])=[O:1])=[C:15]([O:22][CH3:23])[CH:14]=2)[CH2:8][CH2:7]1, predict the reactants needed to synthesize it. The reactants are: [OH-:1].[Li+].OO.[NH2:5][C@H:6]1[CH2:11][CH2:10][C@H:9]([O:12][C:13]2[C:20]([Cl:21])=[CH:19][C:16]([C:17]#[N:18])=[C:15]([O:22][CH3:23])[CH:14]=2)[CH2:8][CH2:7]1.[Cl-].[Na+].N. (8) Given the product [OH:37][C:21]1[C:22]([O:35][CH3:36])=[C:23]([C:25]2[CH:26]=[C:27]3[C:31](=[CH:32][CH:33]=2)[N:30]([CH3:34])[CH:29]=[CH:28]3)[NH:24][C:9](=[O:8])[C:10]=1[C:11]([OH:13])=[O:12], predict the reactants needed to synthesize it. The reactants are: C([O:8][C:9]1[N:24]=[C:23]([C:25]2[CH:26]=[C:27]3[C:31](=[CH:32][CH:33]=2)[N:30]([CH3:34])[CH:29]=[CH:28]3)[C:22]([O:35][CH3:36])=[C:21]([O:37]CC2C=CC=CC=2)[C:10]=1[C:11]([O:13]CC1C=CC=CC=1)=[O:12])C1C=CC=CC=1. (9) Given the product [Cl:10][C:11]1[N:16]=[C:15]([N:26]2[CH2:27][CH2:28][CH2:29][C@@H:24]([NH2:23])[CH2:25]2)[CH:14]=[C:13]([CH2:18][CH2:19][CH3:20])[N:12]=1, predict the reactants needed to synthesize it. The reactants are: C(N(C(C)C)CC)(C)C.[Cl:10][C:11]1[N:16]=[C:15](Cl)[CH:14]=[C:13]([CH2:18][CH2:19][CH3:20])[N:12]=1.Cl.Cl.[NH2:23][C@@H:24]1[CH2:29][CH2:28][CH2:27][NH:26][CH2:25]1. (10) The reactants are: [F:1][C:2]1[CH:3]=[C:4](B(O)O)[CH:5]=[CH:6][C:7]=1[O:8][CH3:9].I[C:14]1[CH:15]=[N:16][C:17]([NH2:20])=[N:18][CH:19]=1.C([O-])([O-])=O.[Na+].[Na+].N#N.[OH-].[Na+]. Given the product [F:1][C:2]1[CH:3]=[C:4]([C:14]2[CH:15]=[N:16][C:17]([NH2:20])=[N:18][CH:19]=2)[CH:5]=[CH:6][C:7]=1[O:8][CH3:9], predict the reactants needed to synthesize it.